Task: Regression. Given a peptide amino acid sequence and an MHC pseudo amino acid sequence, predict their binding affinity value. This is MHC class I binding data.. Dataset: Peptide-MHC class I binding affinity with 185,985 pairs from IEDB/IMGT (1) The peptide sequence is RMMATKDSF. The MHC is HLA-A80:01 with pseudo-sequence HLA-A80:01. The binding affinity (normalized) is 0.0847. (2) The peptide sequence is AAVDLSHFL. The MHC is HLA-B40:02 with pseudo-sequence HLA-B40:02. The binding affinity (normalized) is 0.121. (3) The peptide sequence is RRGWEVLKY. The MHC is HLA-A01:01 with pseudo-sequence HLA-A01:01. The binding affinity (normalized) is 0. (4) The peptide sequence is KSYSLIRPK. The MHC is HLA-B51:01 with pseudo-sequence HLA-B51:01. The binding affinity (normalized) is 0. (5) The peptide sequence is RDWAHNSL. The MHC is HLA-B40:02 with pseudo-sequence HLA-B40:02. The binding affinity (normalized) is 0. (6) The binding affinity (normalized) is 0.0267. The peptide sequence is LSCTKNNSHH. The MHC is HLA-A68:01 with pseudo-sequence HLA-A68:01. (7) The peptide sequence is PHAATIRVL. The MHC is HLA-A02:16 with pseudo-sequence HLA-A02:16. The binding affinity (normalized) is 0.0847. (8) The peptide sequence is IPDWQDYT. The MHC is Mamu-B08 with pseudo-sequence Mamu-B08. The binding affinity (normalized) is 0. (9) The peptide sequence is STLPETTVVR. The MHC is HLA-A31:01 with pseudo-sequence HLA-A31:01. The binding affinity (normalized) is 0.287. (10) The peptide sequence is SMFERDFHF. The MHC is HLA-A32:07 with pseudo-sequence YSAMYQENVAHTDESIAYIMYQDYTWAVLAYTWY. The binding affinity (normalized) is 0.787.